Predict the reaction yield, written as a fraction of the theoretical maximum amount of product (1.0 means a 100% yield; for example, 0.34 means a 34% yield). From a dataset of Reaction yield outcomes from USPTO patents with 853,638 reactions. (1) The reactants are [O:1]1[CH2:6][CH2:5][CH:4]([OH:7])[CH2:3][CH2:2]1.[H-].[Na+].Cl[C:11]1[C:12]2[N:20]=[C:19]([Cl:21])[CH:18]=[CH:17][C:13]=2[N:14]=[CH:15][N:16]=1. The product is [Cl:21][C:19]1[CH:18]=[CH:17][C:13]2[N:14]=[CH:15][N:16]=[C:11]([O:7][CH:4]3[CH2:5][CH2:6][O:1][CH2:2][CH2:3]3)[C:12]=2[N:20]=1. The catalyst is CN(C=O)C. The yield is 0.570. (2) The reactants are [NH2:1][C:2]1[C:3]2[N:4]([C:8]([C@@H:26]3[CH2:31][CH2:30][CH2:29][CH2:28][NH:27]3)=[N:9][C:10]=2[C:11]2[CH:25]=[CH:24][C:14]([C:15]([NH:17][C:18]3[N:19]=[N:20][CH:21]=[CH:22][CH:23]=3)=[O:16])=[CH:13][CH:12]=2)[CH:5]=[CH:6][N:7]=1.[C:32](O)(=[O:36])[C:33]#[C:34][CH3:35]. No catalyst specified. The product is [NH2:1][C:2]1[C:3]2[N:4]([C:8]([C@@H:26]3[CH2:31][CH2:30][CH2:29][CH2:28][N:27]3[C:32](=[O:36])[C:33]#[C:34][CH3:35])=[N:9][C:10]=2[C:11]2[CH:25]=[CH:24][C:14]([C:15]([NH:17][C:18]3[N:19]=[N:20][CH:21]=[CH:22][CH:23]=3)=[O:16])=[CH:13][CH:12]=2)[CH:5]=[CH:6][N:7]=1. The yield is 0.318. (3) The reactants are Cl[C:2]1[N:11]=[C:10]2[C:5]([CH:6]=[CH:7][CH2:8][N:9]2[C:12]2[CH:17]=[CH:16][CH:15]=[CH:14][C:13]=2[Cl:18])=[C:4]([C:19]2[CH:24]=[CH:23][CH:22]=[CH:21][C:20]=2[Cl:25])[CH:3]=1.[NH2:26][CH:27]([CH2:30][OH:31])[CH2:28][OH:29].CN1CCCC1=[O:38]. No catalyst specified. The product is [CH:30]([OH:31])=[O:38].[Cl:18][C:13]1[CH:14]=[CH:15][CH:16]=[CH:17][C:12]=1[N:9]1[C:10]2[C:5](=[C:4]([C:19]3[CH:24]=[CH:23][CH:22]=[CH:21][C:20]=3[Cl:25])[CH:3]=[C:2]([NH:26][CH:27]([CH2:30][OH:31])[CH2:28][OH:29])[N:11]=2)[CH:6]=[CH:7][C:8]1=[O:38]. The yield is 0.360. (4) The yield is 0.780. The reactants are O.[NH2:2][NH2:3].[CH2:4]([C:8]1[CH:18]=[CH:17][C:11]([C:12](OCC)=[O:13])=[CH:10][CH:9]=1)[CH:5]([CH3:7])[CH3:6]. The product is [CH2:4]([C:8]1[CH:18]=[CH:17][C:11]([C:12]([NH:2][NH2:3])=[O:13])=[CH:10][CH:9]=1)[CH:5]([CH3:7])[CH3:6]. The catalyst is O. (5) The reactants are [NH2:1][C:2]1[CH:10]=[C:9]([O:11][CH3:12])[CH:8]=[C:7]([O:13][CH3:14])[C:3]=1[C:4]([NH2:6])=[O:5].[Si:15]([O:22][CH2:23][CH2:24][O:25][C:26]1[CH:27]=[C:28]([F:34])[C:29]([CH:32]=O)=[N:30][CH:31]=1)([C:18]([CH3:21])([CH3:20])[CH3:19])([CH3:17])[CH3:16]. The catalyst is [N+](C1C=CC=CC=1)([O-])=O. The product is [Si:15]([O:22][CH2:23][CH2:24][O:25][C:26]1[CH:27]=[C:28]([F:34])[C:29]([C:32]2[NH:6][C:4](=[O:5])[C:3]3[C:2](=[CH:10][C:9]([O:11][CH3:12])=[CH:8][C:7]=3[O:13][CH3:14])[N:1]=2)=[N:30][CH:31]=1)([C:18]([CH3:21])([CH3:20])[CH3:19])([CH3:17])[CH3:16]. The yield is 0.240. (6) The reactants are C([O:8][C:9]1[CH:14]=[C:13]([N:15]2[CH2:20][CH2:19][N:18](CC3C=CC=CC=3)[CH2:17][CH2:16]2)[C:12]([O:28][CH3:29])=[CH:11][C:10]=1[C:30]([OH:33])([CH3:32])[CH3:31])C1C=CC=CC=1. The catalyst is CCO. The product is [OH:33][C:30]([C:10]1[CH:11]=[C:12]([O:28][CH3:29])[C:13]([N:15]2[CH2:16][CH2:17][NH:18][CH2:19][CH2:20]2)=[CH:14][C:9]=1[OH:8])([CH3:31])[CH3:32]. The yield is 0.920. (7) The reactants are [CH3:1][O:2][C:3]([C:5]1[CH:6]=[CH:7][C:8]2[O:12][C:11]([C:13]([CH2:25][CH3:26])(C3C=CC(O)=C(CC)C=3)[CH2:14][CH3:15])=[CH:10][C:9]=2[CH:27]=1)=[O:4].Br[CH2:29][C:30](=[O:35])[C:31]([CH3:34])([CH3:33])[CH3:32].[C:36]([O-:39])([O-])=O.[K+].[K+]. No catalyst specified. The product is [CH3:1][O:2][C:3]([C:5]1[CH:6]=[CH:7][C:8]2[O:12][C:11]([CH:13]([CH:25]([C:5]3[CH:6]=[CH:7][C:36]([O:39][CH2:29][C:30](=[O:35])[C:31]([CH3:34])([CH3:33])[CH3:32])=[C:9]([CH2:10][CH3:11])[CH:27]=3)[CH3:26])[CH2:14][CH3:15])=[CH:10][C:9]=2[CH:27]=1)=[O:4]. The yield is 0.990. (8) The yield is 0.720. The reactants are [CH3:1][O:2][C:3]1[CH:4]=[C:5]([C:13]2[CH:14]=[C:15]3[CH2:21][C:20](=O)[N:19]([CH2:23][O:24]CC[Si](C)(C)C)[C:16]3=[N:17][CH:18]=2)[CH:6]=[C:7]([O:11][CH3:12])[C:8]=1[O:9][CH3:10].C(N(CC)CC)C.[N:38]1[CH:43]=[CH:42][CH:41]=[C:40](C=O)[CH:39]=1.Cl. The product is [N:38]1[CH:43]=[CH:42][CH:41]=[C:40]([CH:20]=[C:21]2[C:15]3[C:16](=[N:17][CH:18]=[C:13]([C:5]4[CH:6]=[C:7]([O:11][CH3:12])[C:8]([O:9][CH3:10])=[C:3]([O:2][CH3:1])[CH:4]=4)[CH:14]=3)[NH:19][C:23]2=[O:24])[CH:39]=1. The catalyst is C1(C)C=CC=CC=1.CO. (9) The reactants are C(=O)([O-])[O-].[K+].[K+].C[Si]([C:11]#[C:12][C:13]1[C:14]([CH:22]2[CH:31]3[CH2:32][CH:33]=[CH:34][CH:30]3[C:29]3[CH:28]=[C:27]([C:35](=[O:37])[CH3:36])[CH:26]=[CH:25][C:24]=3[NH:23]2)=[CH:15][C:16]2[O:20][CH2:19][O:18][C:17]=2[CH:21]=1)(C)C.O. The catalyst is CO. The product is [C:12]([C:13]1[C:14]([CH:22]2[CH:31]3[CH2:32][CH:33]=[CH:34][CH:30]3[C:29]3[CH:28]=[C:27]([C:35](=[O:37])[CH3:36])[CH:26]=[CH:25][C:24]=3[NH:23]2)=[CH:15][C:16]2[O:20][CH2:19][O:18][C:17]=2[CH:21]=1)#[CH:11]. The yield is 0.750. (10) The reactants are [Br-].[CH3:2][PH+](C)C.[NH2-].[Na+].[CH:8]([C:11]1[C:15]2[CH:16]=[CH:17][C:18]([C:20]([F:23])([F:22])[F:21])=[CH:19][C:14]=2[S:13][C:12]=1[CH2:24][CH2:25][C:26]([C:28]1[CH:33]=[CH:32][C:31]([CH2:34][CH2:35][C:36]([O:38][CH3:39])=[O:37])=[C:30]([CH3:40])[CH:29]=1)=O)([CH3:10])[CH3:9].[Cl-].[NH4+]. The catalyst is C1COCC1. The product is [CH:8]([C:11]1[C:15]2[CH:16]=[CH:17][C:18]([C:20]([F:22])([F:23])[F:21])=[CH:19][C:14]=2[S:13][C:12]=1[CH2:24][CH2:25][C:26]([C:28]1[CH:33]=[CH:32][C:31]([CH2:34][CH2:35][C:36]([O:38][CH3:39])=[O:37])=[C:30]([CH3:40])[CH:29]=1)=[CH2:2])([CH3:10])[CH3:9]. The yield is 0.360.